From a dataset of Catalyst prediction with 721,799 reactions and 888 catalyst types from USPTO. Predict which catalyst facilitates the given reaction. (1) Reactant: [CH2:1]([O:8][CH2:9][CH2:10][C@H:11]([NH2:15])[CH2:12][O:13][CH3:14])[C:2]1[CH:7]=[CH:6][CH:5]=[CH:4][CH:3]=1.[CH3:16][O:17][CH:18]([O:21][CH3:22])[CH:19]=O.S([O-])([O-])(=O)=O.[Mg+2].C(O)(=O)C.C([BH3-])#N.[Na+]. The catalyst class is: 5. Product: [CH2:1]([O:8][CH2:9][CH2:10][C@H:11]([NH:15][CH2:19][CH:18]([O:21][CH3:22])[O:17][CH3:16])[CH2:12][O:13][CH3:14])[C:2]1[CH:7]=[CH:6][CH:5]=[CH:4][CH:3]=1. (2) Reactant: [N:1]1[CH:6]=[CH:5][CH:4]=[CH:3][C:2]=1[C:7]1[CH:15]=[CH:14][CH:13]=[CH:12][C:8]=1[C:9]([OH:11])=O.CCN=C=NCCCN(C)C.C1C=CC2N(O)N=NC=2C=1.CCN(CC)CC.[NH2:44][CH2:45][CH:46]([OH:58])[CH2:47][N:48]1[CH2:57][CH2:56][C:55]2[C:50](=[CH:51][CH:52]=[CH:53][CH:54]=2)[CH2:49]1. Product: [CH2:49]1[C:50]2[C:55](=[CH:54][CH:53]=[CH:52][CH:51]=2)[CH2:56][CH2:57][N:48]1[CH2:47][CH:46]([OH:58])[CH2:45][NH:44][C:9](=[O:11])[C:8]1[CH:12]=[CH:13][CH:14]=[CH:15][C:7]=1[C:2]1[CH:3]=[CH:4][CH:5]=[CH:6][N:1]=1. The catalyst class is: 2. (3) The catalyst class is: 45. Reactant: C(O[C:9]1[C:14]([O:15][CH3:16])=[CH:13][CH:12]=[CH:11][C:10]=1[CH2:17][CH:18]([OH:28])[CH2:19][O:20][Si:21]([C:24]([CH3:27])([CH3:26])[CH3:25])([CH3:23])[CH3:22])C1C=CC=CC=1.CC1C=CC(S(OCC(O)CC2C=CC(OC)=CC=2O)(=O)=O)=CC=1.[Si](OCC(O)CC1C=CC=C(OC)C=1O)(C(C)(C)C)(C)C.C1(O)C=CC=CC=1.C1(P(C2C=CC=CC=2)C2C=CC=CC=2)C=CC=CC=1.CCOC(/N=N/C(OCC)=O)=O.CC1C=CC(S(OCC2CC3C=CC(OC)=CC=3O2)(=O)=O)=CC=1. Product: [C:24]([Si:21]([O:20][CH2:19][CH:18]1[CH2:17][C:10]2[CH:11]=[CH:12][CH:13]=[C:14]([O:15][CH3:16])[C:9]=2[O:28]1)([CH3:22])[CH3:23])([CH3:25])([CH3:26])[CH3:27]. (4) Reactant: [Cl:1][C:2]1[N:7]=[C:6](Cl)[CH:5]=[C:4]([C:9]2[CH:10]=[N:11][N:12]([CH3:14])[CH:13]=2)[N:3]=1.CC[N:17]([CH:21]([CH3:23])C)[CH:18]([CH3:20])C.N1CCCC1. Product: [Cl:1][C:2]1[N:3]=[C:4]([C:9]2[CH:10]=[N:11][N:12]([CH3:14])[CH:13]=2)[CH:5]=[C:6]([N:17]2[CH2:18][CH2:20][CH2:23][CH2:21]2)[N:7]=1. The catalyst class is: 5.